From a dataset of Reaction yield outcomes from USPTO patents with 853,638 reactions. Predict the reaction yield, written as a fraction of the theoretical maximum amount of product (1.0 means a 100% yield; for example, 0.34 means a 34% yield). The reactants are [CH2:1]([O:8][C@@H:9]1[C@@H:14]([O:15][CH2:16][C:17]2[CH:22]=[CH:21][CH:20]=[CH:19][CH:18]=2)[C@H:13]([O:23][CH2:24][C:25]2[CH:30]=[CH:29][CH:28]=[CH:27][CH:26]=2)[C@@H:12]([CH2:31][O:32][CH2:33][C:34]2[CH:39]=[CH:38][CH:37]=[CH:36][CH:35]=2)[O:11][CH:10]1[OH:40])[C:2]1[CH:7]=[CH:6][CH:5]=[CH:4][CH:3]=1.C(OC(=O)C)(=O)C. The catalyst is CS(C)=O. The product is [CH2:1]([O:8][C@@H:9]1[C@@H:14]([O:15][CH2:16][C:17]2[CH:22]=[CH:21][CH:20]=[CH:19][CH:18]=2)[C@H:13]([O:23][CH2:24][C:25]2[CH:26]=[CH:27][CH:28]=[CH:29][CH:30]=2)[C@@H:12]([CH2:31][O:32][CH2:33][C:34]2[CH:35]=[CH:36][CH:37]=[CH:38][CH:39]=2)[O:11][C:10]1=[O:40])[C:2]1[CH:7]=[CH:6][CH:5]=[CH:4][CH:3]=1. The yield is 0.910.